This data is from Catalyst prediction with 721,799 reactions and 888 catalyst types from USPTO. The task is: Predict which catalyst facilitates the given reaction. (1) The catalyst class is: 52. Product: [CH3:1][O:2][C:3]1[CH:8]=[CH:7][C:6]([N:9]2[C:10]3[CH:15]=[CH:14][CH:13]=[CH:12][C:11]=3[N:16]=[C:17]2[C:19]2[C:20]([CH3:24])=[N:21][O:22][CH:23]=2)=[CH:5][CH:4]=1. Reactant: [CH3:1][O:2][C:3]1[CH:8]=[CH:7][C:6]([NH:9][C:10]2[CH:15]=[CH:14][CH:13]=[CH:12][C:11]=2[NH:16][C:17]([C:19]2[C:20]([CH3:24])=[N:21][O:22][CH:23]=2)=O)=[CH:5][CH:4]=1.CCCCCCC. (2) Reactant: [CH3:1][N:2]1[C:7]2[S:8][CH:9]=[CH:10][C:6]=2[C:5](=[O:11])[CH2:4][S:3]1(=[O:13])=[O:12].[I:14]I. Product: [I:14][C:9]1[S:8][C:7]2[N:2]([CH3:1])[S:3](=[O:13])(=[O:12])[CH2:4][C:5](=[O:11])[C:6]=2[CH:10]=1. The catalyst class is: 22. (3) Reactant: C([NH:4][C:5]1[C:6](=[CH:10][C:11]([Br:14])=[CH:12][CH:13]=1)[C:7]([OH:9])=[O:8])(=O)C.Cl. Product: [Br:14][C:11]1[CH:10]=[C:6]([C:7]([OH:9])=[O:8])[C:5]([NH2:4])=[CH:13][CH:12]=1. The catalyst class is: 12. (4) Reactant: [F:1][C:2]1[CH:8]=[C:7]([N+:9]([O-:11])=[O:10])[C:5](N)=[C:4]([CH3:12])[CH:3]=1.N([O-])=O.[Na+].C(Cl)Cl.[BrH:20]. Product: [Br:20][C:5]1[C:7]([N+:9]([O-:11])=[O:10])=[CH:8][C:2]([F:1])=[CH:3][C:4]=1[CH3:12]. The catalyst class is: 6. (5) Reactant: [CH2:1]([C:3]([C:21]1[CH:26]=[CH:25][C:24]([OH:27])=[C:23]([CH3:28])[CH:22]=1)([C:6]1[CH:11]=[CH:10][C:9](/[CH:12]=[CH:13]/[C:14]([CH2:18][CH3:19])([OH:17])[CH2:15][CH3:16])=[C:8]([CH3:20])[CH:7]=1)[CH2:4][CH3:5])[CH3:2].C([O-])([O-])=O.[K+].[K+].Cl.Br[CH2:37][C:38]1[CH:39]=[N:40][CH:41]=[CH:42][CH:43]=1.C(OCC)(=O)C. Product: [CH2:18]([C:14]([OH:17])([CH2:15][CH3:16])/[CH:13]=[CH:12]/[C:9]1[CH:10]=[CH:11][C:6]([C:3]([CH2:4][CH3:5])([C:21]2[CH:26]=[CH:25][C:24]([O:27][CH2:37][C:38]3[CH:39]=[N:40][CH:41]=[CH:42][CH:43]=3)=[C:23]([CH3:28])[CH:22]=2)[CH2:1][CH3:2])=[CH:7][C:8]=1[CH3:20])[CH3:19]. The catalyst class is: 3.